From a dataset of Full USPTO retrosynthesis dataset with 1.9M reactions from patents (1976-2016). Predict the reactants needed to synthesize the given product. Given the product [Br:1][C:2]1[CH:3]=[C:4]2[C:12](=[CH:13][CH:14]=1)[N:11]([C:29]([O:28][C:25]([CH3:27])([CH3:26])[CH3:24])=[O:30])[C:10]1[CH:9]=[C:8]3[C:15]([CH3:23])([CH3:22])[C:16]4[C:21]([C:7]3=[CH:6][C:5]2=1)=[CH:20][CH:19]=[CH:18][CH:17]=4, predict the reactants needed to synthesize it. The reactants are: [Br:1][C:2]1[CH:3]=[C:4]2[C:12](=[CH:13][CH:14]=1)[NH:11][C:10]1[CH:9]=[C:8]3[C:15]([CH3:23])([CH3:22])[C:16]4[C:21]([C:7]3=[CH:6][C:5]2=1)=[CH:20][CH:19]=[CH:18][CH:17]=4.[CH3:24][C:25]([O:28][C:29](O[C:29]([O:28][C:25]([CH3:27])([CH3:26])[CH3:24])=[O:30])=[O:30])([CH3:27])[CH3:26].